From a dataset of Reaction yield outcomes from USPTO patents with 853,638 reactions. Predict the reaction yield, written as a fraction of the theoretical maximum amount of product (1.0 means a 100% yield; for example, 0.34 means a 34% yield). (1) The reactants are C([O-])(=O)C.[K+].[B:15]1([B:15]2[O:19][C:18]([CH3:21])([CH3:20])[C:17]([CH3:23])([CH3:22])[O:16]2)[O:19][C:18]([CH3:21])([CH3:20])[C:17]([CH3:23])([CH3:22])[O:16]1.[CH2:24]([C:26]([C:51]1[CH:56]=[CH:55][C:54](OS(C(F)(F)F)(=O)=O)=[C:53]([CH3:65])[CH:52]=1)([C:29]1[CH:34]=[CH:33][C:32]([C:35]#[C:36][C:37]([O:46][CH2:47][O:48][CH3:49])([C:42]([F:45])([F:44])[F:43])[C:38]([F:41])([F:40])[F:39])=[C:31]([CH3:50])[CH:30]=1)[CH2:27][CH3:28])[CH3:25].C(=O)(O)[O-].[Na+]. The catalyst is O1CCOCC1.C1C=CC(P(C2C=CC=CC=2)[C-]2C=CC=C2)=CC=1.C1C=CC(P(C2C=CC=CC=2)[C-]2C=CC=C2)=CC=1.Cl[Pd]Cl.[Fe+2].C1(P(C2C=CC=CC=2)[C-]2C=CC=C2)C=CC=CC=1.[C-]1(P(C2C=CC=CC=2)C2C=CC=CC=2)C=CC=C1.[Fe+2]. The product is [CH2:24]([C:26]([C:51]1[CH:56]=[CH:55][C:54]([B:15]2[O:16][C:17]([CH3:22])([CH3:23])[C:18]([CH3:20])([CH3:21])[O:19]2)=[C:53]([CH3:65])[CH:52]=1)([C:29]1[CH:34]=[CH:33][C:32]([C:35]#[C:36][C:37]([O:46][CH2:47][O:48][CH3:49])([C:42]([F:44])([F:45])[F:43])[C:38]([F:40])([F:41])[F:39])=[C:31]([CH3:50])[CH:30]=1)[CH2:27][CH3:28])[CH3:25]. The yield is 0.850. (2) The reactants are C([O:3][C:4](=O)[CH2:5][NH:6][C:7]1[CH:12]=[CH:11][CH:10]=[C:9]([Cl:13])[CH:8]=1)C.O.[NH2:16][NH2:17]. The catalyst is C(O)C. The product is [Cl:13][C:9]1[CH:8]=[C:7]([NH:6][CH2:5][C:4]([NH:16][NH2:17])=[O:3])[CH:12]=[CH:11][CH:10]=1. The yield is 0.980. (3) The reactants are [C:1](Cl)(=[O:8])[C:2]1[CH:7]=[CH:6][CH:5]=[CH:4][CH:3]=1.C(N(CC)CC)C.[Br:17][CH:18]1[C:22](=[O:23])[N:21]([CH3:24])[N:20]=[C:19]1[C:25]([CH3:28])([CH3:27])[CH3:26]. The catalyst is C(Cl)Cl. The product is [C:1]([O:23][C:22]1[N:21]([CH3:24])[N:20]=[C:19]([C:25]([CH3:28])([CH3:27])[CH3:26])[C:18]=1[Br:17])(=[O:8])[C:2]1[CH:7]=[CH:6][CH:5]=[CH:4][CH:3]=1. The yield is 0.570. (4) The yield is 1.00. The product is [Br:27][CH2:1][C:2]1[N:7]=[C:6]2[N:8]=[C:9]([C:11]3[CH:16]=[CH:15][CH:14]=[C:13]([N+:17]([O-:19])=[O:18])[CH:12]=3)[O:10][C:5]2=[CH:4][CH:3]=1. The catalyst is C(Cl)(Cl)(Cl)Cl. The reactants are [CH3:1][C:2]1[N:7]=[C:6]2[N:8]=[C:9]([C:11]3[CH:16]=[CH:15][CH:14]=[C:13]([N+:17]([O-:19])=[O:18])[CH:12]=3)[O:10][C:5]2=[CH:4][CH:3]=1.C1C(=O)N([Br:27])C(=O)C1.C(OOC(=O)C1C=CC=CC=1)(=O)C1C=CC=CC=1.[Br-]. (5) The reactants are ClCCl.Br[C:5]1[CH:6]=[CH:7][CH:8]=[C:9]2[C:13]=1[C:12](=[O:14])[N:11]([CH2:15][CH2:16][C:17]1[CH:26]=[CH:25][C:24]3[C:19](=[CH:20][CH:21]=[CH:22][CH:23]=3)[N:18]=1)[CH2:10]2.[CH3:27][O:28][C:29]1[CH:34]=[C:33](B(O)O)[CH:32]=[CH:31][N:30]=1.C([O-])([O-])=O.[Cs+].[Cs+]. The catalyst is O1CCOCC1. The product is [CH3:27][O:28][C:29]1[CH:34]=[C:33]([C:5]2[CH:6]=[CH:7][CH:8]=[C:9]3[C:13]=2[C:12](=[O:14])[N:11]([CH2:15][CH2:16][C:17]2[CH:26]=[CH:25][C:24]4[C:19](=[CH:20][CH:21]=[CH:22][CH:23]=4)[N:18]=2)[CH2:10]3)[CH:32]=[CH:31][N:30]=1. The yield is 0.400. (6) The reactants are [CH3:1][S:2][CH2:3][CH2:4][C:5](Cl)=[O:6].[CH3:8][NH:9][C:10]1[S:14][C:13]([C:15]2[CH:16]=[N:17][CH:18]=[CH:19][CH:20]=2)=[N:12][CH:11]=1. The catalyst is ClCCCl.CN(C1C=CN=CC=1)C. The product is [CH3:8][N:9]([C:10]1[S:14][C:13]([C:15]2[CH:16]=[N:17][CH:18]=[CH:19][CH:20]=2)=[N:12][CH:11]=1)[C:5](=[O:6])[CH2:4][CH2:3][S:2][CH3:1]. The yield is 0.750. (7) The reactants are [CH3:1][C:2]1[C:6]([C:7]2[CH:8]=[CH:9][C:10]([C:23]([O:25][CH3:26])=[O:24])=[C:11]3[C:16]=2[O:15][CH2:14][CH:13]([C:17]2[CH:22]=[CH:21][CH:20]=[CH:19][CH:18]=2)[NH:12]3)=[C:5]([CH3:27])[O:4][N:3]=1.Cl.[N:29]([O-])=[O:30].[Na+]. The catalyst is C(OCC)(=O)C.O. The product is [CH3:1][C:2]1[C:6]([C:7]2[CH:8]=[CH:9][C:10]([C:23]([O:25][CH3:26])=[O:24])=[C:11]3[C:16]=2[O:15][CH2:14][CH:13]([C:17]2[CH:22]=[CH:21][CH:20]=[CH:19][CH:18]=2)[N:12]3[N:29]=[O:30])=[C:5]([CH3:27])[O:4][N:3]=1. The yield is 0.920. (8) The reactants are [Br:1][C:2]1[CH:3]=[C:4]2[C:10]([CH:11]([OH:20])[C:12]3[CH:17]=[CH:16][CH:15]=[CH:14][C:13]=3[CH2:18]O)=[CH:9][N:8]([CH2:21][O:22][C:23](=[O:28])[C:24]([CH3:27])([CH3:26])[CH3:25])[C:5]2=[N:6][CH:7]=1.B(F)(F)F.CCOCC. The catalyst is ClCCl. The product is [Br:1][C:2]1[CH:3]=[C:4]2[C:10]([CH:11]3[C:12]4[C:13](=[CH:14][CH:15]=[CH:16][CH:17]=4)[CH2:18][O:20]3)=[CH:9][N:8]([CH2:21][O:22][C:23](=[O:28])[C:24]([CH3:25])([CH3:27])[CH3:26])[C:5]2=[N:6][CH:7]=1. The yield is 0.840. (9) The reactants are [CH3:1][NH:2][CH2:3][CH2:4][CH:5]([O:12][C:13]1[CH:14]=[CH:15][C:16]([C:19]([F:22])([F:21])[F:20])=[CH:17][CH:18]=1)[C:6]1[CH:7]=[CH:8][CH:9]=[CH:10][CH:11]=1.[ClH:23].[C:24]([OH:32])(=[O:31])[C:25]1[CH:30]=[CH:29][CH:28]=[CH:27][CH:26]=1. The catalyst is C(#N)C. The product is [CH3:1][NH:2][CH2:3][CH2:4][CH:5]([O:12][C:13]1[CH:18]=[CH:17][C:16]([C:19]([F:20])([F:22])[F:21])=[CH:15][CH:14]=1)[C:6]1[CH:7]=[CH:8][CH:9]=[CH:10][CH:11]=1.[ClH:23].[C:24]([OH:32])(=[O:31])[C:25]1[CH:30]=[CH:29][CH:28]=[CH:27][CH:26]=1. The yield is 0.800. (10) The reactants are [Br:1][C:2]1[CH:9]=[C:8]([CH3:10])[C:5]([CH:6]=[O:7])=[C:4]([O:11][CH3:12])[CH:3]=1.Cl([O-])=[O:14].[Na+].P(O)(O)([O-])=O.[Na+].CC(=CC)C. The catalyst is C(O)(C)(C)C.O. The product is [Br:1][C:2]1[CH:9]=[C:8]([CH3:10])[C:5]([C:6]([OH:14])=[O:7])=[C:4]([O:11][CH3:12])[CH:3]=1. The yield is 0.900.